From a dataset of Forward reaction prediction with 1.9M reactions from USPTO patents (1976-2016). Predict the product of the given reaction. (1) Given the reactants [N:1]([CH2:4][C:5]1[CH:10]=[C:9]([C:11]([CH3:13])=[CH2:12])[CH:8]=[C:7]([O:14][CH2:15][C:16]2[CH:21]=[CH:20][CH:19]=[CH:18][CH:17]=2)[CH:6]=1)=[N+]=[N-].[O:22](C(OC(C)(C)C)=O)[C:23]([O:25][C:26]([CH3:29])([CH3:28])[CH3:27])=O, predict the reaction product. The product is: [CH2:15]([O:14][C:7]1[CH:6]=[C:5]([CH:10]=[C:9]([CH:11]([CH3:13])[CH3:12])[CH:8]=1)[CH2:4][NH:1][C:23](=[O:22])[O:25][C:26]([CH3:29])([CH3:28])[CH3:27])[C:16]1[CH:21]=[CH:20][CH:19]=[CH:18][CH:17]=1. (2) Given the reactants CO[C:3]1[CH:4]=[C:5]([C@H:9]2OC(=O)N[C@@H:10]2C2C=CC=C(C#CC3C=CC=CC=3)C=2)[CH:6]=[CH:7][CH:8]=1.Br[C:30]1[CH:31]=[C:32]([C@@H:37]2[C@@H:41]([C:42]3[CH:47]=[C:46]([F:48])[CH:45]=[CH:44][C:43]=3[F:49])[O:40][C:39](=[O:50])[NH:38]2)[C:33]([F:36])=[N:34][CH:35]=1.C1(C#C)C=CC=CC=1, predict the reaction product. The product is: [F:49][C:43]1[CH:44]=[CH:45][C:46]([F:48])=[CH:47][C:42]=1[C@H:41]1[O:40][C:39](=[O:50])[NH:38][C@@H:37]1[C:32]1[C:33]([F:36])=[N:34][CH:35]=[C:30]([C:10]#[C:9][C:5]2[CH:6]=[CH:7][CH:8]=[CH:3][CH:4]=2)[CH:31]=1.